This data is from Full USPTO retrosynthesis dataset with 1.9M reactions from patents (1976-2016). The task is: Predict the reactants needed to synthesize the given product. Given the product [CH3:17][O:16][C:14](=[O:15])[C@H:11]([CH2:12][OH:13])[NH:10][C:1](=[O:9])[CH2:2][CH2:3][CH2:4][CH2:5][CH2:6][CH3:7], predict the reactants needed to synthesize it. The reactants are: [C:1]([OH:9])(=O)[CH2:2][CH2:3][CH2:4][CH2:5][CH2:6][CH3:7].[NH2:10][C@H:11]([C:14]([O:16][CH3:17])=[O:15])[CH2:12][OH:13].CN(C(ON1N=NC2C=CC=CC1=2)=[N+](C)C)C.F[P-](F)(F)(F)(F)F.C1C=CC2N(O)N=NC=2C=1.C(N(C(C)C)CC)(C)C.